Dataset: Experimentally validated miRNA-target interactions with 360,000+ pairs, plus equal number of negative samples. Task: Binary Classification. Given a miRNA mature sequence and a target amino acid sequence, predict their likelihood of interaction. (1) The miRNA is dme-miR-8-3p with sequence UAAUACUGUCAGGUAAAGAUGUC. The protein sequence of the target gene is MADAFGDELFSVFEGDSTTAAGTKKDKEKDKGKWKGPPGSADKAGKRFDGKLQSESTNNGKNKRDVDFEGTDEPIFGKKPRIEESITEDLSLADLMPRVKVQSVETVEGCTHEVALPAEEDYLPLKPRVGKAAKEYPFILDAFQREAIQCVDNNQSVLVSAHTSAGKTVCAEYAIALALREKQRVIFTSPIKALSNQKYREMYEEFQDVGLMTGDVTINPTASCLVMTTEILRSMLYRGSEVMREVAWVIFDEIHYMRDSERGVVWEETIILLPDNVHYVFLSATIPNARQFAEWICHLH.... Result: 0 (no interaction). (2) The miRNA is rno-miR-192-5p with sequence CUGACCUAUGAAUUGACAGCC. The protein sequence of the target gene is MRSKARARKLAKSDGDVVNNMYEPDPDLLAGQSAEEETEDGILSPIPMGPPSPFPTSEDFTPKEGSPYEAPVYIPEDIPIPPDFELRESSIPGAGLGIWAKRKMEIGERFGPYVVTPRAALKEADFGWEMLTDTEVSSQESCIKKQISEDLGSEKFCVDANQAGSGSWLKYIRVACSCDDQNLAMCQINEQIYYKVIKDIEPGEELLVHVKEGAYSLGVMAPSLDEDPTFRCDECDELFQCRLDLRRHKKYACSSAGAQLYEGLGEELKPEGLGVGSDGQAHECKDCERMFPNKYSLEQH.... Result: 0 (no interaction).